From a dataset of Peptide-MHC class II binding affinity with 134,281 pairs from IEDB. Regression. Given a peptide amino acid sequence and an MHC pseudo amino acid sequence, predict their binding affinity value. This is MHC class II binding data. The peptide sequence is ALIAAFSIRPGLLIG. The MHC is DRB1_0301 with pseudo-sequence DRB1_0301. The binding affinity (normalized) is 0.455.